From a dataset of Forward reaction prediction with 1.9M reactions from USPTO patents (1976-2016). Predict the product of the given reaction. Given the reactants C(O[C:4]([C:6]1[O:10][N:9]=[C:8]([CH2:11][NH:12][C:13]([C:15]2[S:16][C:17]([Cl:20])=[CH:18][CH:19]=2)=[O:14])[N:7]=1)=[O:5])C.[NH2:21][C:22]1[CH:27]=[CH:26][C:25]([N:28]2[CH2:33][CH2:32][O:31][CH2:30][C:29]2=[O:34])=[CH:24][C:23]=1F, predict the reaction product. The product is: [O:34]=[C:29]1[CH2:30][O:31][CH2:32][CH2:33][N:28]1[C:25]1[CH:24]=[CH:23][C:22]([NH:21][C:4]([C:6]2[O:10][N:9]=[C:8]([CH2:11][NH:12][C:13]([C:15]3[S:16][C:17]([Cl:20])=[CH:18][CH:19]=3)=[O:14])[N:7]=2)=[O:5])=[CH:27][CH:26]=1.